From a dataset of Reaction yield outcomes from USPTO patents with 853,638 reactions. Predict the reaction yield, written as a fraction of the theoretical maximum amount of product (1.0 means a 100% yield; for example, 0.34 means a 34% yield). (1) The reactants are [NH:1]1[CH:5]=[CH:4][CH:3]=[N:2]1.[OH-].[Na+].CN(C)C=O.F[C:14]1[CH:21]=[CH:20][C:17]([C:18]#[N:19])=[CH:16][CH:15]=1. The catalyst is O. The product is [N:1]1([C:14]2[CH:21]=[CH:20][C:17]([C:18]#[N:19])=[CH:16][CH:15]=2)[CH:5]=[CH:4][CH:3]=[N:2]1. The yield is 0.620. (2) The reactants are [NH2:1][C:2]1[CH:3]=[C:4]([C:8]2[C:16]([C:17]3[CH:22]=[CH:21][N:20]=[C:19]([NH:23][C:24]4[CH:29]=[CH:28][CH:27]=[C:26]([F:30])[CH:25]=4)[N:18]=3)=[C:11]3[CH:12]=[CH:13][CH:14]=[CH:15][N:10]3[N:9]=2)[CH:5]=[CH:6][CH:7]=1.[Cl:31][C:32]1[CH:40]=[CH:39][CH:38]=[C:37]([F:41])[C:33]=1[C:34](Cl)=[O:35]. The catalyst is C1COCC1. The product is [Cl:31][C:32]1[CH:40]=[CH:39][CH:38]=[C:37]([F:41])[C:33]=1[C:34]([NH:1][C:2]1[CH:7]=[CH:6][CH:5]=[C:4]([C:8]2[C:16]([C:17]3[CH:22]=[CH:21][N:20]=[C:19]([NH:23][C:24]4[CH:29]=[CH:28][CH:27]=[C:26]([F:30])[CH:25]=4)[N:18]=3)=[C:11]3[CH:12]=[CH:13][CH:14]=[CH:15][N:10]3[N:9]=2)[CH:3]=1)=[O:35]. The yield is 0.650. (3) The catalyst is O1CCCC1. The product is [O:30]1[CH2:35][CH2:34][O:33][C:32]2[CH:36]=[C:37]([C:40]3[C:41]([CH3:48])=[C:42]([CH:43]=[CH:44][CH:45]=3)[CH2:46][O:10][C:8]3[CH:7]=[CH:6][C:3]([CH:4]=[O:5])=[C:2]([OH:1])[CH:9]=3)[CH:38]=[CH:39][C:31]1=2. The reactants are [OH:1][C:2]1[CH:9]=[C:8]([OH:10])[CH:7]=[CH:6][C:3]=1[CH:4]=[O:5].C1(P(C2C=CC=CC=2)C2C=CC=CC=2)C=CC=CC=1.[O:30]1[CH2:35][CH2:34][O:33][C:32]2[CH:36]=[C:37]([C:40]3[C:41]([CH3:48])=[C:42]([CH2:46]O)[CH:43]=[CH:44][CH:45]=3)[CH:38]=[CH:39][C:31]1=2.N(C(OC(C)C)=O)=NC(OC(C)C)=O. The yield is 0.560. (4) The reactants are [OH:1][C:2]1([C:31](OC)=[O:32])[CH2:7][CH2:6][CH:5]([N:8]2[C:16]([NH:17][C:18]3[C:23]([F:24])=[CH:22][C:21]([F:25])=[CH:20][C:19]=3[F:26])=[N:15][C:14]3[C:9]2=[N:10][C:11]([NH:27][CH:28]([CH3:30])[CH3:29])=[N:12][CH:13]=3)[CH2:4][CH2:3]1.[BH4-].[Na+]. The catalyst is CO. The product is [OH:32][CH2:31][C:2]1([OH:1])[CH2:3][CH2:4][CH:5]([N:8]2[C:16]([NH:17][C:18]3[C:19]([F:26])=[CH:20][C:21]([F:25])=[CH:22][C:23]=3[F:24])=[N:15][C:14]3[C:9]2=[N:10][C:11]([NH:27][CH:28]([CH3:29])[CH3:30])=[N:12][CH:13]=3)[CH2:6][CH2:7]1. The yield is 0.370. (5) The reactants are Cl.[CH3:2][C:3]1[CH:4]=[C:5]2[C:10](=[CH:11][CH:12]=1)[O:9][CH2:8][CH:7]=[C:6]2[CH2:13][NH2:14]. The catalyst is CO.CC(O)=O.[Pd]. The product is [CH3:2][C:3]1[CH:4]=[C:5]2[C:10](=[CH:11][CH:12]=1)[O:9][CH2:8][CH2:7][CH:6]2[CH2:13][NH2:14]. The yield is 0.680. (6) The reactants are [Br:1][C:2]1[CH:3]=[CH:4][C:5](Cl)=[N:6][CH:7]=1.[CH:9]([N:22]1[CH2:25][CH:24]([OH:26])[CH2:23]1)([C:16]1[CH:21]=[CH:20][CH:19]=[CH:18][CH:17]=1)[C:10]1[CH:15]=[CH:14][CH:13]=[CH:12][CH:11]=1. No catalyst specified. The product is [CH:9]([N:22]1[CH2:25][CH:24]([O:26][C:5]2[CH:4]=[CH:3][C:2]([Br:1])=[CH:7][N:6]=2)[CH2:23]1)([C:16]1[CH:21]=[CH:20][CH:19]=[CH:18][CH:17]=1)[C:10]1[CH:11]=[CH:12][CH:13]=[CH:14][CH:15]=1. The yield is 0.640. (7) The reactants are [NH:1]1[CH2:6][CH2:5][CH:4]([OH:7])[CH2:3][CH2:2]1.[O:8]1[CH2:11][CH2:10][C:9]1=O.C(O[BH-](OC(=O)C)OC(=O)C)(=O)C.[Na+]. The catalyst is ClCCCl. The product is [O:8]1[CH2:11][CH:10]([N:1]2[CH2:6][CH2:5][CH:4]([OH:7])[CH2:3][CH2:2]2)[CH2:9]1. The yield is 0.520.